Dataset: Catalyst prediction with 721,799 reactions and 888 catalyst types from USPTO. Task: Predict which catalyst facilitates the given reaction. (1) Reactant: [S:1]1[C:9]2[C:4](=[N:5][CH:6]=[CH:7][CH:8]=2)[N:3]=[C:2]1[O:10][C:11]1[CH:16]=[CH:15][C:14]([CH2:17][CH2:18][OH:19])=[CH:13][CH:12]=1.C(N(CC)C(C)C)(C)C.[CH3:29][S:30](O[S:30]([CH3:29])(=[O:32])=[O:31])(=[O:32])=[O:31]. Product: [CH3:29][S:30]([O:19][CH2:18][CH2:17][C:14]1[CH:15]=[CH:16][C:11]([O:10][C:2]2[S:1][C:9]3[C:4]([N:3]=2)=[N:5][CH:6]=[CH:7][CH:8]=3)=[CH:12][CH:13]=1)(=[O:32])=[O:31]. The catalyst class is: 143. (2) Reactant: Br[C:2]1[CH:3]=[C:4]([C:14]([C:22]2[CH:27]=[CH:26][CH:25]=[CH:24][N:23]=2)([C:16]2[CH:21]=[CH:20][CH:19]=[CH:18][N:17]=2)[OH:15])[C:5]2[N:9]=[C:8]([CH:10]3[CH2:12][CH2:11]3)[NH:7][C:6]=2[CH:13]=1.[CH3:28][C:29]1[C:33](B2OC(C)(C)C(C)(C)O2)=[C:32]([CH2:43][O:44][Si](C(C)C)(C(C)C)C(C)C)[O:31][N:30]=1.C(=O)([O-])[O-].[Cs+].[Cs+]. Product: [CH:10]1([C:8]2[NH:7][C:6]3[CH:13]=[C:2]([C:33]4[C:29]([CH3:28])=[N:30][O:31][C:32]=4[CH2:43][OH:44])[CH:3]=[C:4]([C:14]([C:22]4[CH:27]=[CH:26][CH:25]=[CH:24][N:23]=4)([C:16]4[CH:21]=[CH:20][CH:19]=[CH:18][N:17]=4)[OH:15])[C:5]=3[N:9]=2)[CH2:12][CH2:11]1. The catalyst class is: 303.